This data is from Full USPTO retrosynthesis dataset with 1.9M reactions from patents (1976-2016). The task is: Predict the reactants needed to synthesize the given product. Given the product [F:30][C:24]1[C:25]([F:29])=[CH:26][CH:27]=[CH:28][C:23]=1[C:21]1[N:22]=[C:17]2[CH:16]=[N:15][N:14]([CH2:13][C:11]3[O:10][N:9]=[C:8]([C:5]4[CH:6]=[CH:7][C:2]([C:38]5[CH:39]=[N:35][NH:36][CH:37]=5)=[CH:3][C:4]=4[C:31]([F:34])([F:33])[F:32])[CH:12]=3)[CH:19]=[C:18]2[N:20]=1, predict the reactants needed to synthesize it. The reactants are: Br[C:2]1[CH:7]=[CH:6][C:5]([C:8]2[CH:12]=[C:11]([CH2:13][N:14]3[CH:19]=[C:18]4[N:20]=[C:21]([C:23]5[CH:28]=[CH:27][CH:26]=[C:25]([F:29])[C:24]=5[F:30])[N:22]=[C:17]4[CH:16]=[N:15]3)[O:10][N:9]=2)=[C:4]([C:31]([F:34])([F:33])[F:32])[CH:3]=1.[NH:35]1[CH:39]=[C:38](B2OC(C)(C)C(C)(C)O2)[CH:37]=[N:36]1.